This data is from Forward reaction prediction with 1.9M reactions from USPTO patents (1976-2016). The task is: Predict the product of the given reaction. (1) The product is: [O:19]1[CH2:20][CH2:21][CH2:22][CH2:23][CH:18]1[O:17][CH2:16][C@@H:12]1[CH2:13][CH2:14][CH2:15][NH:11]1. Given the reactants C(OC([N:11]1[CH2:15][CH2:14][CH2:13][C@H:12]1[CH2:16][O:17][CH:18]1[CH2:23][CH2:22][CH2:21][CH2:20][O:19]1)=O)C1C=CC=CC=1, predict the reaction product. (2) Given the reactants [F:1][C:2]1[CH:3]=[C:4]([CH2:19][OH:20])[CH:5]=[CH:6][C:7]=1[O:8][C:9]1[CH:10]=[N:11][C:12]([C:15]([F:18])([F:17])[F:16])=[CH:13][CH:14]=1.Cl[C:22]1[CH:23]=[C:24]2[N:31](C(OC(C)(C)C)=O)[C:30]([CH3:40])([CH3:39])[CH2:29][N:25]2[C:26](=[O:28])[N:27]=1, predict the reaction product. The product is: [F:1][C:2]1[CH:3]=[C:4]([CH:5]=[CH:6][C:7]=1[O:8][C:9]1[CH:10]=[N:11][C:12]([C:15]([F:16])([F:17])[F:18])=[CH:13][CH:14]=1)[CH2:19][O:20][C:22]1[CH:23]=[C:24]2[NH:31][C:30]([CH3:40])([CH3:39])[CH2:29][N:25]2[C:26](=[O:28])[N:27]=1. (3) Given the reactants [C:1]([O:5][C:6](=[O:28])[NH:7][CH2:8][CH:9]1[CH2:14][CH2:13][N:12]([C:15]2[C:20]([N+:21]([O-])=O)=[CH:19][C:18]([S:24]([CH3:27])(=[O:26])=[O:25])=[CH:17][N:16]=2)[CH2:11][CH2:10]1)([CH3:4])([CH3:3])[CH3:2].C(OCC)(=O)C, predict the reaction product. The product is: [C:1]([O:5][C:6](=[O:28])[NH:7][CH2:8][CH:9]1[CH2:10][CH2:11][N:12]([C:15]2[C:20]([NH2:21])=[CH:19][C:18]([S:24]([CH3:27])(=[O:26])=[O:25])=[CH:17][N:16]=2)[CH2:13][CH2:14]1)([CH3:4])([CH3:3])[CH3:2]. (4) Given the reactants C(OC(=O)[NH:7][CH:8]1[CH2:13][CH2:12][N:11]([CH2:14][CH2:15][N:16]2[C:25]3[C:20](=[CH:21][CH:22]=[C:23]([F:27])[C:24]=3[F:26])[N:19]=[CH:18][C:17]2=[O:28])[CH2:10][CH2:9]1)(C)(C)C.FC(F)(F)C(O)=O.NC1CCN(CCN2C3C(=CC=C(F)C=3)N=CC2=O)CC1, predict the reaction product. The product is: [NH2:7][CH:8]1[CH2:13][CH2:12][N:11]([CH2:14][CH2:15][N:16]2[C:25]3[C:20](=[CH:21][CH:22]=[C:23]([F:27])[C:24]=3[F:26])[N:19]=[CH:18][C:17]2=[O:28])[CH2:10][CH2:9]1. (5) Given the reactants Br[C:2]1[CH:7]=[CH:6][CH:5]=[CH:4][C:3]=1[C:8](=[O:10])[CH3:9].C(=O)([O-])O.[Na+].[CH:16](B1OC(C)(C)C(C)(C)O1)=[CH2:17], predict the reaction product. The product is: [CH:16]([C:2]1[CH:7]=[CH:6][CH:5]=[CH:4][C:3]=1[C:8](=[O:10])[CH3:9])=[CH2:17]. (6) Given the reactants [CH2:1]1[C:4]2([O:9][CH2:8][CH:7]([OH:10])[CH2:6][O:5]2)[CH2:3][CH2:2]1.[H-].[Na+].Cl[C:14]1[CH:19]=[CH:18][N+:17]([O-:20])=[C:16]([CH3:21])[C:15]=1[CH3:22], predict the reaction product. The product is: [CH2:3]1[C:4]2([O:9][CH2:8][CH:7]([O:10][C:14]3[CH:19]=[CH:18][N+:17]([O-:20])=[C:16]([CH3:21])[C:15]=3[CH3:22])[CH2:6][O:5]2)[CH2:1][CH2:2]1.